Predict the product of the given reaction. From a dataset of Forward reaction prediction with 1.9M reactions from USPTO patents (1976-2016). (1) The product is: [NH2:11][C:7]1[N:6]=[C:5]([CH2:4][OH:3])[CH:10]=[CH:9][N:8]=1. Given the reactants Cl.C[O:3][CH:4](OC)[C:5]1[CH:10]=[CH:9][N:8]=[C:7]([NH2:11])[N:6]=1.C([O-])([O-])=O.[Na+].[Na+].[BH4-].[Na+].[OH-].[Na+], predict the reaction product. (2) Given the reactants [H-].[Na+].[CH3:3][C:4]1[CH:9]=[CH:8][C:7]([S:10]([CH2:13][N+:14]#[C-:15])(=[O:12])=[O:11])=[CH:6][CH:5]=1.Br[CH2:17][CH2:18][CH2:19][CH2:20][CH2:21][C:22]1([C:27]([O:29][CH2:30][CH2:31][CH2:32][CH3:33])=[O:28])[CH2:26][CH2:25][CH2:24][CH2:23]1, predict the reaction product. The product is: [CH2:30]([O:29][C:27]([C:22]1([CH2:21][CH2:20][CH2:19][CH2:18][CH2:17][C:13]([N+:14]#[C-:15])([S:10]([C:7]2[CH:6]=[CH:5][C:4]([CH3:3])=[CH:9][CH:8]=2)(=[O:12])=[O:11])[CH2:17][CH2:18][CH2:19][CH2:20][CH2:21][C:22]2([C:27]([O:29][CH2:30][CH2:31][CH2:32][CH3:33])=[O:28])[CH2:26][CH2:25][CH2:24][CH2:23]2)[CH2:26][CH2:25][CH2:24][CH2:23]1)=[O:28])[CH2:31][CH2:32][CH3:33]. (3) Given the reactants S(=O)(=O)(O)O.[F:6][C:7]1[C:13]([F:14])=[CH:12][CH:11]=[CH:10][C:8]=1[NH2:9].O[CH2:16][CH:17]([CH2:19]O)O, predict the reaction product. The product is: [F:14][C:13]1[C:7]([F:6])=[C:8]2[C:10]([CH:16]=[CH:17][CH:19]=[N:9]2)=[CH:11][CH:12]=1. (4) Given the reactants [F:1][C:2]1[CH:7]=[CH:6][CH:5]=[C:4](F)[C:3]=1[N+:9]([O-:11])=[O:10].[OH-:12].[K+].O.[CH3:15]O, predict the reaction product. The product is: [F:1][C:2]1[CH:7]=[CH:6][CH:5]=[C:4]([O:12][CH3:15])[C:3]=1[N+:9]([O-:11])=[O:10]. (5) The product is: [N+:19]([C:14]1[CH:15]=[CH:16][CH:17]=[CH:18][C:13]=1[O:1][CH2:2][CH2:3][N:4]1[CH2:9][CH2:8][O:7][CH2:6][CH2:5]1)([O-:21])=[O:20]. Given the reactants [OH:1][CH2:2][CH2:3][N:4]1[CH2:9][CH2:8][O:7][CH2:6][CH2:5]1.[H-].[Na+].F[C:13]1[CH:18]=[CH:17][CH:16]=[CH:15][C:14]=1[N+:19]([O-:21])=[O:20].Cl, predict the reaction product.